This data is from Full USPTO retrosynthesis dataset with 1.9M reactions from patents (1976-2016). The task is: Predict the reactants needed to synthesize the given product. (1) Given the product [CH3:36][O:35][C:33](=[O:34])[CH2:32][C:31]([NH:1][C:2]1[CH:3]=[C:4]([C:5](=[O:6])[NH:7][CH2:8][C:9]2[CH:14]=[C:13]([F:15])[CH:12]=[CH:11][C:10]=2[F:16])[CH:17]=[CH:18][C:19]=1[Cl:20])=[O:37], predict the reactants needed to synthesize it. The reactants are: [NH2:1][C:2]1[CH:3]=[C:4]([CH:17]=[CH:18][C:19]=1[Cl:20])[C:5]([NH:7][CH2:8][C:9]1[CH:14]=[C:13]([F:15])[CH:12]=[CH:11][C:10]=1[F:16])=[O:6].C(N(C(C)C)C(C)C)C.Cl[C:31](=[O:37])[CH2:32][C:33]([O:35][CH3:36])=[O:34]. (2) The reactants are: [C:1]([O:5][C:6](=[O:15])[NH:7][C:8]1[CH:13]=[CH:12][C:11]([NH2:14])=[CH:10][CH:9]=1)([CH3:4])([CH3:3])[CH3:2].[CH:16]([S:18]([CH:21]=[CH2:22])(=[O:20])=[O:19])=[CH2:17]. Given the product [C:1]([O:5][C:6](=[O:15])[NH:7][C:8]1[CH:9]=[CH:10][C:11]([N:14]2[CH2:22][CH2:21][S:18](=[O:20])(=[O:19])[CH2:16][CH2:17]2)=[CH:12][CH:13]=1)([CH3:4])([CH3:2])[CH3:3], predict the reactants needed to synthesize it. (3) Given the product [F:34][C:35]1[CH:36]=[C:37]([C:41]([N:43]=[C:44]=[S:45])=[O:42])[CH:38]=[CH:39][CH:40]=1.[Cl:11][C:12]1[CH:13]=[C:14]([NH:15][C:44]([NH:43][C:41](=[O:42])[C:37]2[CH:38]=[CH:39][CH:40]=[C:35]([F:34])[CH:36]=2)=[S:45])[CH:16]=[CH:17][C:18]=1[O:19][C:20]1[C:29]2[C:24](=[CH:25][C:26]([O:32][CH3:33])=[C:27]([O:30][CH3:31])[CH:28]=2)[N:23]=[CH:22][CH:21]=1, predict the reactants needed to synthesize it. The reactants are: FC1C=C(C(Cl)=O)C=CC=1.[Cl:11][C:12]1[CH:13]=[C:14]([CH:16]=[CH:17][C:18]=1[O:19][C:20]1[C:29]2[C:24](=[CH:25][C:26]([O:32][CH3:33])=[C:27]([O:30][CH3:31])[CH:28]=2)[N:23]=[CH:22][CH:21]=1)[NH2:15].[F:34][C:35]1[CH:36]=[C:37]([C:41]([N:43]=[C:44]=[S:45])=[O:42])[CH:38]=[CH:39][CH:40]=1. (4) Given the product [NH:6]1[C:7]2[C:12](=[CH:11][CH:10]=[CH:9][CH:8]=2)[CH2:2][CH2:3][C:4]1=[O:5], predict the reactants needed to synthesize it. The reactants are: Cl[CH2:2][CH2:3][C:4]([NH:6][C:7]1[CH:12]=[CH:11][CH:10]=[CH:9][CH:8]=1)=[O:5].[Al+3].[Cl-].[Cl-].[Cl-]. (5) Given the product [O:1]1[CH2:6][CH2:5][N:4]([C:7]2[S:8][N:9]=[C:10]3[CH:15]=[C:14]([C:25]4[CH:24]=[CH:23][C:22]([C:20]([O:19][CH3:17])=[O:21])=[CH:27][CH:26]=4)[CH:13]=[N:12][C:11]=23)[CH2:3][CH2:2]1, predict the reactants needed to synthesize it. The reactants are: [O:1]1[CH2:6][CH2:5][N:4]([C:7]2[S:8][N:9]=[C:10]3[CH:15]=[C:14](Br)[CH:13]=[N:12][C:11]=23)[CH2:3][CH2:2]1.[CH2:17]([O:19][C:20]([C:22]1[CH:23]=[C:24](B(O)O)[CH:25]=[CH:26][CH:27]=1)=[O:21])C.C([O-])([O-])=O.[K+].[K+]. (6) Given the product [O:15]=[C:12]1[N:19]([C:2]2[CH:11]=[CH:10][C:5]([C:6]([O:8][CH3:9])=[O:7])=[CH:4][CH:3]=2)[CH2:20][CH2:21][O:13]1, predict the reactants needed to synthesize it. The reactants are: I[C:2]1[CH:11]=[CH:10][C:5]([C:6]([O:8][CH3:9])=[O:7])=[CH:4][CH:3]=1.[C:12](=[O:15])([O-])[O-:13].[K+].[K+].C[NH:19][CH2:20][CH2:21]NC. (7) Given the product [CH3:1][O:2][C:3]1[CH:30]=[CH:29][C:6]([CH2:7][N:8]2[C:16]3[CH:15]=[C:14]([CH3:17])[N:13]=[C:12]([NH:18][CH:19]4[CH2:24][CH2:23][O:22][CH2:21][CH2:20]4)[C:11]=3[C:10]([C:32]3[CH:33]=[C:34]([CH:39]=[CH:40][N:41]=3)[C:35]([O:37][CH3:38])=[O:36])=[N:9]2)=[CH:5][CH:4]=1, predict the reactants needed to synthesize it. The reactants are: [CH3:1][O:2][C:3]1[CH:30]=[CH:29][C:6]([CH2:7][N:8]2[C:16]3[CH:15]=[C:14]([CH3:17])[N:13]=[C:12]([NH:18][CH:19]4[CH2:24][CH2:23][O:22][CH2:21][CH2:20]4)[C:11]=3[C:10]([Sn](C)(C)C)=[N:9]2)=[CH:5][CH:4]=1.Br[C:32]1[CH:33]=[C:34]([CH:39]=[CH:40][N:41]=1)[C:35]([O:37][CH3:38])=[O:36].[Li+].[Cl-].